This data is from Reaction yield outcomes from USPTO patents with 853,638 reactions. The task is: Predict the reaction yield, written as a fraction of the theoretical maximum amount of product (1.0 means a 100% yield; for example, 0.34 means a 34% yield). (1) The catalyst is O1CCOCC1. The product is [C:11]([N:8]1[CH2:9][CH2:10][C:5]2[N:4]([CH:14]3[CH2:19][CH2:18][O:17][CH2:16][CH2:15]3)[N:3]=[C:2]([N:31]3[C:32]4[C:28](=[CH:27][C:26]([C:24]5[CH:23]=[N:22][N:21]([CH3:20])[CH:25]=5)=[C:34]([C:35]#[N:36])[CH:33]=4)[CH2:29][CH2:30]3)[C:6]=2[CH2:7]1)(=[O:13])[CH3:12]. The yield is 0.360. The reactants are Br[C:2]1[C:6]2[CH2:7][N:8]([C:11](=[O:13])[CH3:12])[CH2:9][CH2:10][C:5]=2[N:4]([CH:14]2[CH2:19][CH2:18][O:17][CH2:16][CH2:15]2)[N:3]=1.[CH3:20][N:21]1[CH:25]=[C:24]([C:26]2[CH:27]=[C:28]3[C:32](=[CH:33][C:34]=2[C:35]#[N:36])[NH:31][CH2:30][CH2:29]3)[CH:23]=[N:22]1.C(O[Na])(C)(C)C.C1(P(C2CCCCC2)C2C=CC=CC=2C2C(OC(C)C)=CC=CC=2OC(C)C)CCCCC1. (2) The reactants are [N+:1]([C:4]1[CH:9]=[CH:8][CH:7]=[CH:6][C:5]=1[C:10]1[C:11]2[NH:15][C:14]([C:16]([C:52]3[CH:57]=[CH:56][CH:55]=[CH:54][C:53]=3[N+:58]([O-])=O)=[C:17]3[N:51]=[C:20]([C:21]([C:42]4[CH:47]=[CH:46][CH:45]=[CH:44][C:43]=4[N+:48]([O-])=O)=[C:22]4[NH:41][C:25](=[C:26]([C:32]5[CH:37]=[CH:36][CH:35]=[CH:34][C:33]=5[N+:38]([O-])=O)[C:27]5[CH:28]=[CH:29][C:30]=1[N:31]=5)[CH:24]=[CH:23]4)[CH:19]=[CH:18]3)=[CH:13][CH:12]=2)([O-])=O.O.O.[Sn](Cl)Cl.N. The catalyst is Cl. The product is [NH2:58][C:53]1[CH:54]=[CH:55][CH:56]=[CH:57][C:52]=1[C:16]1[C:14]2[NH:15][C:11]([C:10]([C:5]3[CH:6]=[CH:7][CH:8]=[CH:9][C:4]=3[NH2:1])=[C:30]3[N:31]=[C:27]([C:26]([C:32]4[CH:37]=[CH:36][CH:35]=[CH:34][C:33]=4[NH2:38])=[C:25]4[NH:41][C:22](=[C:21]([C:42]5[CH:47]=[CH:46][CH:45]=[CH:44][C:43]=5[NH2:48])[C:20]5[CH:19]=[CH:18][C:17]=1[N:51]=5)[CH:23]=[CH:24]4)[CH:28]=[CH:29]3)=[CH:12][CH:13]=2. The yield is 0.900. (3) The reactants are [CH:1]1([CH2:7][N:8]2[C:12]([C:13]3[CH:18]=[C:17]([C:19]([CH3:22])([CH3:21])[CH3:20])[CH:16]=[C:15]([C:23]([CH3:26])([CH3:25])[CH3:24])[CH:14]=3)=[CH:11][C:10]([S:27]([NH2:30])(=[O:29])=[O:28])=[C:9]2[CH3:31])[CH2:6][CH2:5][CH2:4][CH2:3][CH2:2]1.[Li+].C[Si]([N-][Si](C)(C)C)(C)C.I[CH2:43][CH3:44]. The catalyst is C1COCC1. The product is [CH:1]1([CH2:7][N:8]2[C:12]([C:13]3[CH:18]=[C:17]([C:19]([CH3:22])([CH3:20])[CH3:21])[CH:16]=[C:15]([C:23]([CH3:24])([CH3:25])[CH3:26])[CH:14]=3)=[CH:11][C:10]([S:27]([NH:30][CH2:43][CH3:44])(=[O:29])=[O:28])=[C:9]2[CH3:31])[CH2:2][CH2:3][CH2:4][CH2:5][CH2:6]1. The yield is 0.100. (4) The reactants are Br[C:2]1[C:3]([C:8]([C:10]2[CH:15]=[CH:14][C:13]([Cl:16])=[CH:12][CH:11]=2)=[O:9])=[N:4][N:5]([CH3:7])[CH:6]=1.Br[C:2]1[C:3]([C:8]([C:10]2[CH:15]=[CH:14][C:13]([Cl:16])=[CH:12][CH:11]=2)=[O:9])=[N:4][N:5]([CH3:7])[CH:6]=1.C([O-])([O-])=O.[K+].[K+].[C:39]([O:42][CH2:43][C:44]1[O:48][N:47]=[C:46]([CH3:49])[C:45]=1B1OC(C)(C)C(C)(C)O1)(=[O:41])[CH3:40].C(Cl)Cl. The catalyst is O.O1CCOCC1.C1C=CC(P(C2C=CC=CC=2)[C-]2C=CC=C2)=CC=1.C1C=CC(P(C2C=CC=CC=2)[C-]2C=CC=C2)=CC=1.Cl[Pd]Cl.[Fe+2]. The product is [C:39]([O:42][CH2:43][C:44]1[O:48][N:47]=[C:46]([CH3:49])[C:45]=1[C:2]1[C:3]([C:8](=[O:9])[C:10]2[CH:15]=[CH:14][C:13]([Cl:16])=[CH:12][CH:11]=2)=[N:4][N:5]([CH3:7])[CH:6]=1)(=[O:41])[CH3:40]. The yield is 0.470. (5) The reactants are C[Si](C=[N+]=[N-])(C)C.Br[C:9]1[CH:14]=[CH:13][C:12]([CH2:15][CH2:16][C:17]([OH:19])=[O:18])=[CH:11][CH:10]=1.[C:20]([O-])(=O)C.[K+].[B:25]1([B:25]2[O:29][C:28]([CH3:31])([CH3:30])[C:27]([CH3:33])([CH3:32])[O:26]2)[O:29][C:28]([CH3:31])([CH3:30])[C:27]([CH3:33])([CH3:32])[O:26]1. The catalyst is C1C=CC(P([C]2[CH][CH][CH][CH]2)C2C=CC=CC=2)=CC=1.C1C=CC(P([C]2[CH][CH][CH][CH]2)C2C=CC=CC=2)=CC=1.Cl[Pd]Cl.[Fe].C(OCC)(=O)C.CS(C)=O.CO.C1(C)C=CC=CC=1. The product is [CH3:20][O:19][C:17](=[O:18])[CH2:16][CH2:15][C:12]1[CH:13]=[CH:14][C:9]([B:25]2[O:29][C:28]([CH3:31])([CH3:30])[C:27]([CH3:33])([CH3:32])[O:26]2)=[CH:10][CH:11]=1. The yield is 0.470.